Dataset: Catalyst prediction with 721,799 reactions and 888 catalyst types from USPTO. Task: Predict which catalyst facilitates the given reaction. Reactant: [CH3:1][NH2:2].[O:3]1[C:7]2[CH:8]=[CH:9][C:10]([CH2:12][CH2:13][NH:14][C:15](=[O:18])[CH2:16]Cl)=[CH:11][C:6]=2[O:5][CH2:4]1. Product: [O:3]1[C:7]2[CH:8]=[CH:9][C:10]([CH2:12][CH2:13][NH:14][C:15](=[O:18])[CH2:16][NH:2][CH3:1])=[CH:11][C:6]=2[O:5][CH2:4]1. The catalyst class is: 14.